Dataset: NCI-60 drug combinations with 297,098 pairs across 59 cell lines. Task: Regression. Given two drug SMILES strings and cell line genomic features, predict the synergy score measuring deviation from expected non-interaction effect. (1) Drug 1: C1C(C(OC1N2C=NC3=C(N=C(N=C32)Cl)N)CO)O. Drug 2: COCCOC1=C(C=C2C(=C1)C(=NC=N2)NC3=CC=CC(=C3)C#C)OCCOC.Cl. Cell line: RXF 393. Synergy scores: CSS=0.236, Synergy_ZIP=-1.30, Synergy_Bliss=-2.38, Synergy_Loewe=1.15, Synergy_HSA=-1.77. (2) Drug 1: CC1=C(C=C(C=C1)C(=O)NC2=CC(=CC(=C2)C(F)(F)F)N3C=C(N=C3)C)NC4=NC=CC(=N4)C5=CN=CC=C5. Drug 2: C(CN)CNCCSP(=O)(O)O. Cell line: DU-145. Synergy scores: CSS=-5.27, Synergy_ZIP=1.63, Synergy_Bliss=-0.0743, Synergy_Loewe=-5.28, Synergy_HSA=-5.47. (3) Cell line: M14. Drug 1: CC1=CC2C(CCC3(C2CCC3(C(=O)C)OC(=O)C)C)C4(C1=CC(=O)CC4)C. Synergy scores: CSS=-3.74, Synergy_ZIP=1.25, Synergy_Bliss=-2.24, Synergy_Loewe=-5.74, Synergy_HSA=-5.10. Drug 2: C1=CN(C=N1)CC(O)(P(=O)(O)O)P(=O)(O)O. (4) Drug 1: CCC1=C2CN3C(=CC4=C(C3=O)COC(=O)C4(CC)O)C2=NC5=C1C=C(C=C5)O. Drug 2: CC(C)(C#N)C1=CC(=CC(=C1)CN2C=NC=N2)C(C)(C)C#N. Cell line: KM12. Synergy scores: CSS=14.2, Synergy_ZIP=-5.59, Synergy_Bliss=0.738, Synergy_Loewe=-8.29, Synergy_HSA=0.0454. (5) Drug 1: CC1=C(C=C(C=C1)C(=O)NC2=CC(=CC(=C2)C(F)(F)F)N3C=C(N=C3)C)NC4=NC=CC(=N4)C5=CN=CC=C5. Drug 2: CC1=C(N=C(N=C1N)C(CC(=O)N)NCC(C(=O)N)N)C(=O)NC(C(C2=CN=CN2)OC3C(C(C(C(O3)CO)O)O)OC4C(C(C(C(O4)CO)O)OC(=O)N)O)C(=O)NC(C)C(C(C)C(=O)NC(C(C)O)C(=O)NCCC5=NC(=CS5)C6=NC(=CS6)C(=O)NCCC[S+](C)C)O. Cell line: MDA-MB-435. Synergy scores: CSS=7.57, Synergy_ZIP=-3.75, Synergy_Bliss=-2.58, Synergy_Loewe=5.55, Synergy_HSA=-0.296. (6) Drug 1: C1=CN(C(=O)N=C1N)C2C(C(C(O2)CO)O)O.Cl. Synergy scores: CSS=32.6, Synergy_ZIP=3.20, Synergy_Bliss=2.52, Synergy_Loewe=-7.46, Synergy_HSA=-2.13. Cell line: LOX IMVI. Drug 2: C1=NC2=C(N=C(N=C2N1C3C(C(C(O3)CO)O)F)Cl)N.